Task: Predict the reactants needed to synthesize the given product.. Dataset: Full USPTO retrosynthesis dataset with 1.9M reactions from patents (1976-2016) (1) Given the product [ClH:1].[S:19]1[C:27]2[CH2:26][CH2:25][N:24]([CH2:2][CH2:3][CH2:4][CH2:5][C:6]3([CH2:17][CH3:18])[C:14]4[C:9](=[CH:10][CH:11]=[C:12]([F:15])[CH:13]=4)[NH:8][C:7]3=[O:16])[CH2:23][C:22]=2[CH:21]=[CH:20]1, predict the reactants needed to synthesize it. The reactants are: [Cl:1][CH2:2][CH2:3][CH2:4][CH2:5][C:6]1([CH2:17][CH3:18])[C:14]2[C:9](=[CH:10][CH:11]=[C:12]([F:15])[CH:13]=2)[NH:8][C:7]1=[O:16].[S:19]1[C:27]2[CH2:26][CH2:25][NH:24][CH2:23][C:22]=2[CH:21]=[CH:20]1. (2) Given the product [CH3:11][O:10][C:7]1[CH:8]=[CH:9][C:4]([C:3]([OH:26])=[O:2])=[CH:5][C:6]=1[S:12](=[O:25])(=[O:24])[NH:13][C:14]1[CH:15]=[N:16][C:17]2[C:22]([CH:23]=1)=[CH:21][CH:20]=[CH:19][CH:18]=2, predict the reactants needed to synthesize it. The reactants are: C[O:2][C:3](=[O:26])[C:4]1[CH:9]=[CH:8][C:7]([O:10][CH3:11])=[C:6]([S:12](=[O:25])(=[O:24])[NH:13][C:14]2[CH:15]=[N:16][C:17]3[C:22]([CH:23]=2)=[CH:21][CH:20]=[CH:19][CH:18]=3)[CH:5]=1.[Li+].[OH-]. (3) Given the product [CH3:1][N:2]([CH2:3][C:4]1[CH:9]=[CH:8][C:7]([C:10]([N:12]2[CH2:18][C:17]3([CH3:20])[CH2:19][CH:13]2[CH2:14][C:15]([CH3:22])([CH3:21])[CH2:16]3)=[O:11])=[CH:6][CH:5]=1)[C:28]([C:24]1[S:23][CH:27]=[CH:26][CH:25]=1)=[O:29], predict the reactants needed to synthesize it. The reactants are: [CH3:1][NH:2][CH2:3][C:4]1[CH:9]=[CH:8][C:7]([C:10]([N:12]2[CH2:18][C:17]3([CH3:20])[CH2:19][CH:13]2[CH2:14][C:15]([CH3:22])([CH3:21])[CH2:16]3)=[O:11])=[CH:6][CH:5]=1.[S:23]1[CH:27]=[CH:26][CH:25]=[C:24]1[C:28](Cl)=[O:29]. (4) The reactants are: [OH:1][CH2:2][C:3]1[C:4]2[N:5]([N:12]=[C:13]([C:15]([F:18])([F:17])[F:16])[CH:14]=2)[C:6]([CH2:9][O:10][CH3:11])=[CH:7][CH:8]=1. Given the product [CH3:11][O:10][CH2:9][C:6]1[N:5]2[N:12]=[C:13]([C:15]([F:18])([F:17])[F:16])[CH:14]=[C:4]2[C:3]([CH:2]=[O:1])=[CH:8][CH:7]=1, predict the reactants needed to synthesize it. (5) Given the product [CH2:19]([NH:23][C:2]1[CH:7]=[C:6]([F:8])[CH:5]=[CH:4][C:3]=1[N+:9]([O-:11])=[O:10])[CH2:20][CH2:21][CH3:22], predict the reactants needed to synthesize it. The reactants are: F[C:2]1[CH:7]=[C:6]([F:8])[CH:5]=[CH:4][C:3]=1[N+:9]([O-:11])=[O:10].CCN(CC)CC.[CH2:19]([NH2:23])[CH2:20][CH2:21][CH3:22]. (6) Given the product [F:6][C:7]1[CH:8]=[CH:9][C:10]([N:13]2[C:17]3[CH:18]=[C:19]4[C@:24]([C:26]([C:28]5[CH:33]=[CH:32][CH:31]=[CH:30][N:29]=5)=[O:27])([CH2:25][C:16]=3[CH:15]=[N:14]2)[CH2:23][N:22]([S:34]([C:37]2[CH:38]=[CH:39][C:40]([N:1]3[CH2:5][CH2:4][CH2:3][CH2:2]3)=[CH:41][CH:42]=2)(=[O:35])=[O:36])[CH2:21][CH2:20]4)=[CH:11][CH:12]=1, predict the reactants needed to synthesize it. The reactants are: [NH:1]1[CH2:5][CH2:4][CH2:3][CH2:2]1.[F:6][C:7]1[CH:12]=[CH:11][C:10]([N:13]2[C:17]3[CH:18]=[C:19]4[C@:24]([C:26]([C:28]5[CH:33]=[CH:32][CH:31]=[CH:30][N:29]=5)=[O:27])([CH2:25][C:16]=3[CH:15]=[N:14]2)[CH2:23][N:22]([S:34]([C:37]2[CH:42]=[CH:41][C:40](F)=[CH:39][CH:38]=2)(=[O:36])=[O:35])[CH2:21][CH2:20]4)=[CH:9][CH:8]=1.